From a dataset of Full USPTO retrosynthesis dataset with 1.9M reactions from patents (1976-2016). Predict the reactants needed to synthesize the given product. (1) Given the product [Cl-:37].[CH3:1][O:2][C:3]1[CH:4]=[C:5]2[C:10](=[CH:11][CH:12]=1)[C:9](=[O:13])[N:8]([CH2:14][CH2:15][CH2:16][NH3+:17])[C:7]([CH3:28])=[C:6]2[C:29]1[CH:30]=[CH:31][CH:32]=[CH:33][CH:34]=1, predict the reactants needed to synthesize it. The reactants are: [CH3:1][O:2][C:3]1[CH:4]=[C:5]2[C:10](=[CH:11][CH:12]=1)[C:9](=[O:13])[N:8]([CH2:14][CH2:15][CH2:16][N:17]1C(=O)C3C(=CC=CC=3)C1=O)[C:7]([CH3:28])=[C:6]2[C:29]1[CH:34]=[CH:33][CH:32]=[CH:31][CH:30]=1.NN.[ClH:37]. (2) Given the product [F:33][C:30]1[CH:31]=[CH:32][C:27]([C:26]2[N:22]([CH2:21][CH2:20][CH2:19][NH:18][C:9]([NH2:10])=[NH:8])[C:23](=[N:34][C:35]3[CH:40]=[CH:39][C:38]([F:41])=[CH:37][CH:36]=3)[S:24][CH:25]=2)=[CH:28][CH:29]=1, predict the reactants needed to synthesize it. The reactants are: C(OC([NH:8][C:9]([NH:18][CH2:19][CH2:20][CH2:21][N:22]1[C:26]([C:27]2[CH:32]=[CH:31][C:30]([F:33])=[CH:29][CH:28]=2)=[CH:25][S:24][C:23]1=[N:34][C:35]1[CH:40]=[CH:39][C:38]([F:41])=[CH:37][CH:36]=1)=[N:10]C(OC(C)(C)C)=O)=O)(C)(C)C.Cl. (3) Given the product [F:1][C:2]1[CH:3]=[C:4]([NH:15][C:16]2[CH:17]=[C:18]3[C:24]([CH3:25])=[N:23][NH:22][C:19]3=[N:20][CH:21]=2)[CH:5]=[CH:6][C:7]=1[N:8]1[CH2:13][CH2:12][N:11]([CH3:14])[CH2:10][CH2:9]1, predict the reactants needed to synthesize it. The reactants are: [F:1][C:2]1[CH:3]=[C:4]([NH:15][C:16]2[CH:17]=[C:18]3[C:24]([CH3:25])=[N:23][N:22](CC4C=CC(OC)=CC=4)[C:19]3=[N:20][CH:21]=2)[CH:5]=[CH:6][C:7]=1[N:8]1[CH2:13][CH2:12][N:11]([CH3:14])[CH2:10][CH2:9]1.FC(F)(F)C(O)=O. (4) Given the product [CH2:12]([O:19][C:20]1[CH:21]=[CH:22][C:23]([CH2:26][C:27]([C:7]2[S:8][CH:9]=[CH:10][N:11]=2)=[O:28])=[CH:24][CH:25]=1)[C:13]1[CH:14]=[CH:15][CH:16]=[CH:17][CH:18]=1, predict the reactants needed to synthesize it. The reactants are: [Li]CCCC.Br[C:7]1[S:8][CH:9]=[CH:10][N:11]=1.[CH2:12]([O:19][C:20]1[CH:25]=[CH:24][C:23]([CH2:26][C:27](OC)=[O:28])=[CH:22][CH:21]=1)[C:13]1[CH:18]=[CH:17][CH:16]=[CH:15][CH:14]=1.